This data is from Full USPTO retrosynthesis dataset with 1.9M reactions from patents (1976-2016). The task is: Predict the reactants needed to synthesize the given product. Given the product [F:1][C:2]1[CH:3]=[CH:4][C:5]([N:8]2[CH2:13][CH2:12][N:11]3[N:14]=[C:15]([CH2:17][O:18][C:19]4[CH:24]=[CH:23][CH:22]=[CH:21][CH:20]=4)[N:16]=[C:10]3[C:9]2=[O:25])=[CH:6][CH:7]=1, predict the reactants needed to synthesize it. The reactants are: [F:1][C:2]1[CH:7]=[CH:6][C:5]([N:8]2[CH:13]=[CH:12][N:11]3[N:14]=[C:15]([CH2:17][O:18][C:19]4[CH:24]=[CH:23][CH:22]=[CH:21][CH:20]=4)[N:16]=[C:10]3[C:9]2=[O:25])=[CH:4][CH:3]=1.